This data is from Full USPTO retrosynthesis dataset with 1.9M reactions from patents (1976-2016). The task is: Predict the reactants needed to synthesize the given product. (1) Given the product [Cl:1][C:2]1[CH:3]=[CH:4][C:5]([C:8]2([C:14]([NH:17][CH2:18][CH2:19][CH2:20][N:21]3[CH2:22][CH2:23][CH:24]([C:27]4[CH:28]=[C:29]([NH:34][C:35](=[O:39])[CH:36]([CH3:38])[CH3:37])[CH:30]=[CH:31][C:32]=4[F:33])[CH2:25][CH2:26]3)=[O:16])[CH2:9][CH2:10][CH2:11][CH2:12][CH2:13]2)=[CH:6][CH:7]=1, predict the reactants needed to synthesize it. The reactants are: [Cl:1][C:2]1[CH:7]=[CH:6][C:5]([C:8]2([C:14]([OH:16])=O)[CH2:13][CH2:12][CH2:11][CH2:10][CH2:9]2)=[CH:4][CH:3]=1.[NH2:17][CH2:18][CH2:19][CH2:20][N:21]1[CH2:26][CH2:25][CH:24]([C:27]2[CH:28]=[C:29]([NH:34][C:35](=[O:39])[CH:36]([CH3:38])[CH3:37])[CH:30]=[CH:31][C:32]=2[F:33])[CH2:23][CH2:22]1.Cl. (2) The reactants are: Br[C:2]1[CH:3]=[C:4]2[C:9](=[CH:10][CH:11]=1)[N:8]=[C:7]([CH:12]1[CH2:14][CH2:13]1)[N:6]=[C:5]2[N:15]1[CH2:20][CH2:19][N:18]([C:21]2[CH:26]=[CH:25][CH:24]=[CH:23][C:22]=2[O:27][CH3:28])[CH2:17][CH2:16]1.C(O[Na])(C)(C)C.C1C=CC(P(C2C(C3C(P(C4C=CC=CC=4)C4C=CC=CC=4)=CC=C4C=3C=CC=C4)=C3C(C=CC=C3)=CC=2)C2C=CC=CC=2)=CC=1.[NH:81]([CH3:83])[CH3:82]. Given the product [CH:12]1([C:7]2[N:6]=[C:5]([N:15]3[CH2:16][CH2:17][N:18]([C:21]4[CH:26]=[CH:25][CH:24]=[CH:23][C:22]=4[O:27][CH3:28])[CH2:19][CH2:20]3)[C:4]3[C:9](=[CH:10][CH:11]=[C:2]([N:81]([CH3:83])[CH3:82])[CH:3]=3)[N:8]=2)[CH2:13][CH2:14]1, predict the reactants needed to synthesize it.